This data is from Forward reaction prediction with 1.9M reactions from USPTO patents (1976-2016). The task is: Predict the product of the given reaction. (1) Given the reactants Br[CH2:2][C:3](Br)=[O:4].[CH2:6]([NH:8][CH2:9][CH3:10])[CH3:7].[NH2:11][C:12]1[CH:17]=[CH:16][C:15]([CH3:18])=[CH:14][CH:13]=1.[C:19]1([CH3:29])[CH:24]=[CH:23][CH:22]=[C:21]([S:25](Cl)(=[O:27])=[O:26])[CH:20]=1, predict the reaction product. The product is: [CH2:6]([N:8]([CH2:9][CH3:10])[C:3](=[O:4])[CH2:2][N:11]([S:25]([C:21]1[CH:20]=[C:19]([CH3:29])[CH:24]=[CH:23][CH:22]=1)(=[O:27])=[O:26])[C:12]1[CH:17]=[CH:16][C:15]([CH3:18])=[CH:14][CH:13]=1)[CH3:7]. (2) Given the reactants [NH2:1][CH2:2][CH:3]1[CH2:8][CH2:7][N:6]([C:9]([O:11][C:12]([CH3:15])([CH3:14])[CH3:13])=[O:10])[CH2:5][CH2:4]1.[OH-].[Na+].[CH2:18](Cl)Cl, predict the reaction product. The product is: [N+:1]([CH2:2][CH:3]1[CH2:8][CH2:7][N:6]([C:9]([O:11][C:12]([CH3:15])([CH3:14])[CH3:13])=[O:10])[CH2:5][CH2:4]1)#[C-:18]. (3) The product is: [CH2:83]([C:84]1[CH:34]=[C:9]([CH3:10])[CH:8]=[C:7]([C:13]([CH3:14])([CH3:15])[CH3:16])[C:6]=1[OH:17])[C:60]1[CH:61]=[C:62]([CH3:63])[CH:52]=[C:58]([C:18]([CH3:21])([CH3:20])[CH3:19])[C:59]=1[OH:89]. Given the reactants C(C1[CH:10]=[C:9](OC)[CH:8]=[C:7]([C:13]([CH3:16])([CH3:15])[CH3:14])[C:6]=1[OH:17])(C)(C)C.[C:18](C1C=C(O)[C:19]([C:18](C)([CH3:21])[CH3:20])=CC=1O)([CH3:21])([CH3:20])[CH3:19].[C:34](C1C=C(O)C(C(CC)(C)C)=CC=1O)(CC)(C)C.[C:52]1([C:58]2[CH:63]=[C:62](OCCCCCCCCCCCCCCCCCC)[CH:61]=[C:60]([C:83]3C=CC=C[CH:84]=3)[C:59]=2[OH:89])C=CC=CC=1, predict the reaction product.